From a dataset of NCI-60 drug combinations with 297,098 pairs across 59 cell lines. Regression. Given two drug SMILES strings and cell line genomic features, predict the synergy score measuring deviation from expected non-interaction effect. (1) Drug 1: CS(=O)(=O)OCCCCOS(=O)(=O)C. Drug 2: CC(C)CN1C=NC2=C1C3=CC=CC=C3N=C2N. Cell line: SNB-19. Synergy scores: CSS=11.1, Synergy_ZIP=-0.705, Synergy_Bliss=3.12, Synergy_Loewe=1.99, Synergy_HSA=0.901. (2) Drug 1: C1=NC2=C(N=C(N=C2N1C3C(C(C(O3)CO)O)O)F)N. Drug 2: C1=NNC2=C1C(=O)NC=N2. Cell line: IGROV1. Synergy scores: CSS=-1.66, Synergy_ZIP=0.616, Synergy_Bliss=-0.109, Synergy_Loewe=-2.34, Synergy_HSA=-2.04. (3) Drug 2: CC1=C(C=C(C=C1)C(=O)NC2=CC(=CC(=C2)C(F)(F)F)N3C=C(N=C3)C)NC4=NC=CC(=N4)C5=CN=CC=C5. Cell line: OVCAR-4. Drug 1: C1=CC(=CC=C1CCC2=CNC3=C2C(=O)NC(=N3)N)C(=O)NC(CCC(=O)O)C(=O)O. Synergy scores: CSS=24.2, Synergy_ZIP=0.800, Synergy_Bliss=-1.45, Synergy_Loewe=-16.9, Synergy_HSA=-2.59.